This data is from Reaction yield outcomes from USPTO patents with 853,638 reactions. The task is: Predict the reaction yield, written as a fraction of the theoretical maximum amount of product (1.0 means a 100% yield; for example, 0.34 means a 34% yield). (1) The reactants are [Cl:1][C:2]1[CH:3]=[C:4]([CH:8]=[CH:9][C:10]=1[F:11])[C:5](Cl)=[O:6].[CH3:12][NH:13][C:14]1[CH:15]=[N:16][CH:17]=[CH:18][C:19]=1[C:20]1[CH:25]=[CH:24][CH:23]=[CH:22][C:21]=1[CH3:26].CCN(C(C)C)C(C)C. The catalyst is C(Cl)Cl. The product is [Cl:1][C:2]1[CH:3]=[C:4]([CH:8]=[CH:9][C:10]=1[F:11])[C:5]([N:13]([CH3:12])[C:14]1[CH:15]=[N:16][CH:17]=[CH:18][C:19]=1[C:20]1[CH:25]=[CH:24][CH:23]=[CH:22][C:21]=1[CH3:26])=[O:6]. The yield is 0.290. (2) The reactants are Cl.C(O[C:5]([C:7]1[CH:8]=[C:9]2[C:13](=[CH:14][CH:15]=1)[NH:12][N:11]=[C:10]2[C:16]1[CH:21]=[CH:20][C:19]([F:22])=[CH:18][CH:17]=1)=[NH:6])C.[NH2:23][NH:24][C:25](=O)[CH2:26][N:27]1[CH2:32][CH2:31][CH:30]([OH:33])[CH2:29][CH2:28]1.C[O-].[Na+].Cl. The catalyst is CO. The product is [F:22][C:19]1[CH:18]=[CH:17][C:16]([C:10]2[C:9]3[C:13](=[CH:14][CH:15]=[C:7]([C:5]4[NH:6][C:25]([CH2:26][N:27]5[CH2:32][CH2:31][CH:30]([OH:33])[CH2:29][CH2:28]5)=[N:24][N:23]=4)[CH:8]=3)[NH:12][N:11]=2)=[CH:21][CH:20]=1. The yield is 0.0700. (3) The reactants are [Cl:1][C:2]1[CH:3]=[C:4]([CH:8]=[CH:9][C:10]=1[F:11])[C:5](O)=[O:6].Cl.CN.Cl.[CH2:16]([N:18]=C=NCCCN(C)C)C.O.N1(O)C2C=CC=CC=2N=N1.CN1CCOCC1. The catalyst is CN(C=O)C.O. The product is [Cl:1][C:2]1[CH:3]=[C:4]([CH:8]=[CH:9][C:10]=1[F:11])[C:5]([NH:18][CH3:16])=[O:6]. The yield is 0.530. (4) The reactants are [C:1]([C:3]1[CH:11]=[C:7]([C:8]([OH:10])=O)[C:6]([OH:12])=[CH:5][CH:4]=1)#[N:2].[F:13][C:14]([F:27])([F:26])[C:15]1[CH:16]=[C:17]([CH:19]=[C:20]([C:22]([F:25])([F:24])[F:23])[CH:21]=1)[NH2:18]. No catalyst specified. The product is [F:13][C:14]([F:26])([F:27])[C:15]1[CH:16]=[C:17]([NH:18][C:8](=[O:10])[C:7]2[CH:11]=[C:3]([C:1]#[N:2])[CH:4]=[CH:5][C:6]=2[OH:12])[CH:19]=[C:20]([C:22]([F:23])([F:25])[F:24])[CH:21]=1. The yield is 0.166. (5) The reactants are [OH:1][CH:2]([CH2:18]O)[CH2:3][C:4]1[C:13]2[C:8](=[CH:9][CH:10]=[C:11]([O:14][CH3:15])[N:12]=2)[N:7]=[CH:6][C:5]=1[C:16]#[N:17].C(N(CC)CC)C.C1(C)C=CC(S(OS(C2C=CC(C)=CC=2)(=O)=O)(=O)=O)=CC=1.[NH:48]1[CH2:53][CH2:52][CH:51]([NH:54][C:55](=[O:61])[O:56][C:57]([CH3:60])([CH3:59])[CH3:58])[CH2:50][CH2:49]1.C(=O)([O-])[O-].[Na+].[Na+]. The catalyst is C(Cl)Cl.C(O)C. The product is [C:16]([C:5]1[CH:6]=[N:7][C:8]2[C:13]([C:4]=1[CH2:3][CH:2]([OH:1])[CH2:18][N:48]1[CH2:49][CH2:50][CH:51]([NH:54][C:55](=[O:61])[O:56][C:57]([CH3:59])([CH3:58])[CH3:60])[CH2:52][CH2:53]1)=[N:12][C:11]([O:14][CH3:15])=[CH:10][CH:9]=2)#[N:17]. The yield is 0.570. (6) The reactants are [CH3:1][O:2][CH2:3][CH2:4][N:5]1[CH:9]=[C:8]([OH:10])[CH:7]=[N:6]1.Cl[C:12]1[N:13]=[C:14]([OH:22])[C:15]2[CH:21]=[CH:20][N:19]=[CH:18][C:16]=2[N:17]=1. No catalyst specified. The product is [CH3:1][O:2][CH2:3][CH2:4][N:5]1[CH:9]=[C:8]([O:10][C:12]2[N:13]=[C:14]([OH:22])[C:15]3[CH:21]=[CH:20][N:19]=[CH:18][C:16]=3[N:17]=2)[CH:7]=[N:6]1. The yield is 0.400. (7) The reactants are CO.[C:3]([O:7][C:8]([NH:10][C@@H:11]([CH2:28][C:29]1[CH:34]=[CH:33][C:32]([O:35]CC2C=CC=CC=2)=[C:31]([O:43]CC2C=CC=CC=2)[CH:30]=1)[C:12]([O:14][C@H:15]([CH3:27])[C@H:16]([O:18][C:19]([C:21]1[CH:26]=[CH:25][CH:24]=[CH:23][CH:22]=1)=[O:20])[CH3:17])=[O:13])=[O:9])([CH3:6])([CH3:5])[CH3:4]. The catalyst is O1CCCC1.[Pd]. The product is [OH:43][C:31]1[CH:30]=[C:29]([CH2:28][C@H:11]([NH:10][C:8]([O:7][C:3]([CH3:5])([CH3:4])[CH3:6])=[O:9])[C:12]([O:14][C@H:15]([CH3:27])[C@H:16]([O:18][C:19]([C:21]2[CH:22]=[CH:23][CH:24]=[CH:25][CH:26]=2)=[O:20])[CH3:17])=[O:13])[CH:34]=[CH:33][C:32]=1[OH:35]. The yield is 0.950. (8) The reactants are C(OC(=O)[NH:10][CH2:11][CH:12]1[O:16][C:15]2[CH:17]=[CH:18][C:19]([CH2:21][CH:22]([N:24]([CH2:31][CH3:32])[C:25](=[O:30])[C:26]([F:29])([F:28])[F:27])[CH3:23])=[CH:20][C:14]=2[O:13]1)C1C=CC=CC=1. The catalyst is [Pd].CO. The product is [NH2:10][CH2:11][CH:12]1[O:16][C:15]2[CH:17]=[CH:18][C:19]([CH2:21][CH:22]([N:24]([CH2:31][CH3:32])[C:25](=[O:30])[C:26]([F:28])([F:27])[F:29])[CH3:23])=[CH:20][C:14]=2[O:13]1. The yield is 0.790. (9) The reactants are [CH2:1]([CH:3]([CH:6]1[C:13]2[C:12]([C:14]3[CH:15]=[N:16][C:17]([O:20]C)=[CH:18][CH:19]=3)=[N:11][NH:10][C:9]=2[C:8](=[O:22])[N:7]1[C:23]1[CH:28]=[CH:27][C:26]([C:29]2[CH:33]=[CH:32][O:31][N:30]=2)=[CH:25][CH:24]=1)[CH2:4][CH3:5])[CH3:2].[I-].[Na+].Cl[Si](C)(C)C.O. The catalyst is C(#N)C.C(OCC)(=O)C. The product is [CH2:1]([CH:3]([CH:6]1[C:13]2[C:12]([C:14]3[CH:19]=[CH:18][C:17](=[O:20])[NH:16][CH:15]=3)=[N:11][NH:10][C:9]=2[C:8](=[O:22])[N:7]1[C:23]1[CH:24]=[CH:25][C:26]([C:29]2[CH:33]=[CH:32][O:31][N:30]=2)=[CH:27][CH:28]=1)[CH2:4][CH3:5])[CH3:2]. The yield is 0.640.